From a dataset of Reaction yield outcomes from USPTO patents with 853,638 reactions. Predict the reaction yield, written as a fraction of the theoretical maximum amount of product (1.0 means a 100% yield; for example, 0.34 means a 34% yield). (1) The product is [CH2:28]([N:11]1[C:12]([CH3:19])=[C:13]([C:14]([O:16][CH2:17][CH3:18])=[O:15])[CH:8]([C:5]2[CH:4]=[CH:3][C:2]([Br:1])=[CH:7][CH:6]=2)[C:9]([C:21]([O:23][CH2:24][CH3:25])=[O:22])=[C:10]1[CH3:20])[C:29]1[CH:34]=[CH:33][CH:32]=[CH:31][CH:30]=1. The reactants are [Br:1][C:2]1[CH:7]=[CH:6][C:5]([CH:8]2[C:13]([C:14]([O:16][CH2:17][CH3:18])=[O:15])=[C:12]([CH3:19])[NH:11][C:10]([CH3:20])=[C:9]2[C:21]([O:23][CH2:24][CH3:25])=[O:22])=[CH:4][CH:3]=1.[H-].[Na+].[CH2:28](Cl)[C:29]1[CH:34]=[CH:33][CH:32]=[CH:31][CH:30]=1.[NH4+].[Cl-]. The yield is 0.0400. The catalyst is CN(C=O)C. (2) The reactants are [H-].[H-].[H-].[H-].[Li+].[Al+3].[CH3:7][C:8]1[C@@H:14]2[C:15]([CH3:17])([CH3:16])[C@@H:12]([CH2:13]2)[C:10](=[O:11])[CH:9]=1.[F-].[Na+].[OH-].[Na+]. The catalyst is C(OCC)C.O. The product is [C@H:14]12[CH2:13][C@H:12]([C:15]1([CH3:16])[CH3:17])[C@H:10]([OH:11])[CH:9]=[C:8]2[CH3:7]. The yield is 0.960. (3) The product is [C:1]12([N:6]3[CH:19]=[C:18]4[C:8]([C:9](=[O:20])[CH2:10][C:11]5([CH2:17]4)[CH2:16][CH2:15][NH:14][CH2:13][CH2:12]5)=[N:7]3)[CH2:2][CH:3]([CH2:5]1)[CH2:4]2. The yield is 1.00. The reactants are [C:1]12([N:6]3[CH2:19][C:18]4[CH2:17][C:11]5([CH2:16][CH2:15][NH:14][CH2:13][CH2:12]5)[CH2:10][C:9](=[O:20])[C:8]=4[N:7]3C(OCC3C=CC=CC=3)=O)[CH2:5][CH:3]([CH2:4]1)[CH2:2]2.CC1CC=CCC=1. The catalyst is C(OCC)(=O)C.[Pd]. (4) The reactants are C(NC[C@@H]1C[C@H](O)C1)C1C=CC=CC=1.[OH:15][C@@H:16]1[CH2:19][C@H:18]([CH2:20][N:21]([CH3:29])[C:22](=[O:28])[O:23][C:24]([CH3:27])([CH3:26])[CH3:25])[CH2:17]1.C(N(CC)CC)C.[CH3:37][S:38](Cl)(=[O:40])=[O:39]. The catalyst is C(Cl)Cl.O. The product is [CH3:37][S:38]([O:15][C@H:16]1[CH2:19][C@@H:18]([CH2:20][N:21]([C:22]([O:23][C:24]([CH3:25])([CH3:26])[CH3:27])=[O:28])[CH3:29])[CH2:17]1)(=[O:40])=[O:39]. The yield is 0.960. (5) The reactants are O1C2C=CC(C3C=C(C(O)=O)C(=O)N(CC4C=CC(F)=CC=4)N=3)=CC=2C=C1.[C:28]([C:31]1[C:32](=[O:56])[N:33]([CH2:46][CH2:47][CH2:48][C:49]2[CH:54]=[CH:53][CH:52]=[CH:51][C:50]=2[Cl:55])[N:34]=[C:35]([C:37]2[CH:38]=[CH:39][C:40]3[O:44][CH2:43][CH2:42][C:41]=3[CH:45]=2)[CH:36]=1)(O)=[O:29]. No catalyst specified. The product is [Cl:55][C:50]1[CH:51]=[CH:52][CH:53]=[CH:54][C:49]=1[CH2:48][CH2:47][CH2:46][N:33]1[C:32](=[O:56])[C:31]([CH2:28][OH:29])=[CH:36][C:35]([C:37]2[CH:38]=[CH:39][C:40]3[O:44][CH2:43][CH2:42][C:41]=3[CH:45]=2)=[N:34]1. The yield is 0.496. (6) The reactants are [CH2:1]([Mg]Cl)[CH3:2].[C:5]([C:7]1[CH:13]=[CH:12][CH:11]=[CH:10][C:8]=1[NH2:9])#N.Cl.C1C[O:18]CC1. No catalyst specified. The product is [NH2:9][C:8]1[CH:10]=[CH:11][CH:12]=[CH:13][C:7]=1[C:5](=[O:18])[CH2:1][CH3:2]. The yield is 0.680.